Dataset: HIV replication inhibition screening data with 41,000+ compounds from the AIDS Antiviral Screen. Task: Binary Classification. Given a drug SMILES string, predict its activity (active/inactive) in a high-throughput screening assay against a specified biological target. (1) The result is 0 (inactive). The molecule is O=C(O)c1cc(C(=O)O)c(C(=O)O)c(C(=O)O)c1C(=O)O. (2) The molecule is CC(C=Cc1ccccc1)=NNS(=O)(=O)c1ccc(N)cc1. The result is 0 (inactive).